This data is from NCI-60 drug combinations with 297,098 pairs across 59 cell lines. The task is: Regression. Given two drug SMILES strings and cell line genomic features, predict the synergy score measuring deviation from expected non-interaction effect. (1) Drug 1: COC1=NC(=NC2=C1N=CN2C3C(C(C(O3)CO)O)O)N. Drug 2: CC=C1C(=O)NC(C(=O)OC2CC(=O)NC(C(=O)NC(CSSCCC=C2)C(=O)N1)C(C)C)C(C)C. Cell line: SK-OV-3. Synergy scores: CSS=37.3, Synergy_ZIP=1.27, Synergy_Bliss=1.84, Synergy_Loewe=-48.6, Synergy_HSA=-1.07. (2) Drug 1: C(CCl)NC(=O)N(CCCl)N=O. Drug 2: C(CN)CNCCSP(=O)(O)O. Cell line: CCRF-CEM. Synergy scores: CSS=7.45, Synergy_ZIP=-3.74, Synergy_Bliss=-3.04, Synergy_Loewe=1.63, Synergy_HSA=2.40. (3) Drug 1: C1CN1P(=S)(N2CC2)N3CC3. Drug 2: C1C(C(OC1N2C=NC3=C2NC=NCC3O)CO)O. Cell line: MOLT-4. Synergy scores: CSS=62.8, Synergy_ZIP=6.16, Synergy_Bliss=5.79, Synergy_Loewe=-5.50, Synergy_HSA=5.74. (4) Drug 1: C1C(C(OC1N2C=NC3=C(N=C(N=C32)Cl)N)CO)O. Drug 2: CN(CCCl)CCCl.Cl. Cell line: RXF 393. Synergy scores: CSS=4.11, Synergy_ZIP=-2.92, Synergy_Bliss=-2.50, Synergy_Loewe=-7.22, Synergy_HSA=-3.41. (5) Drug 2: CC(C1=C(C=CC(=C1Cl)F)Cl)OC2=C(N=CC(=C2)C3=CN(N=C3)C4CCNCC4)N. Cell line: HOP-62. Drug 1: C1CC(=O)NC(=O)C1N2CC3=C(C2=O)C=CC=C3N. Synergy scores: CSS=9.60, Synergy_ZIP=-1.85, Synergy_Bliss=7.07, Synergy_Loewe=8.39, Synergy_HSA=5.82.